This data is from Peptide-MHC class II binding affinity with 134,281 pairs from IEDB. The task is: Regression. Given a peptide amino acid sequence and an MHC pseudo amino acid sequence, predict their binding affinity value. This is MHC class II binding data. (1) The peptide sequence is KKPLRPRWCDERVSS. The MHC is HLA-DQA10102-DQB10501 with pseudo-sequence CNYHQGGGARVAHIMYFGGTHYVVGASRVHVAGI. The binding affinity (normalized) is 0. (2) The peptide sequence is ATFIVDPDNTIQHVSVNNLN. The MHC is DRB1_1501 with pseudo-sequence DRB1_1501. The binding affinity (normalized) is 0. (3) The peptide sequence is AAATAGITVYGAFAA. The MHC is HLA-DPA10103-DPB10401 with pseudo-sequence HLA-DPA10103-DPB10401. The binding affinity (normalized) is 0.115.